Task: Predict which catalyst facilitates the given reaction.. Dataset: Catalyst prediction with 721,799 reactions and 888 catalyst types from USPTO Reactant: [CH3:1][O:2][C:3](=[O:25])[CH:4]([NH:13][C:14](=[O:24])[CH2:15][CH2:16][C:17]1[CH:22]=[CH:21][C:20]([OH:23])=[CH:19][CH:18]=1)[CH2:5][C:6]1[CH:11]=[CH:10][C:9]([OH:12])=[CH:8][CH:7]=1.C(N([CH2:31][CH3:32])CC)C.[CH2:33]([O:40][CH2:41][C:42](Cl)=[O:43])[C:34]1[CH:39]=[CH:38][CH:37]=[CH:36][CH:35]=1. Product: [CH3:1][O:2][C:3](=[O:25])[CH:4]([NH:13][C:14](=[O:24])[CH2:15][CH2:16][C:17]1[CH:18]=[CH:19][C:20]([O:23][C:42](=[O:43])[CH2:41][O:40][CH2:33][C:32]2[CH:31]=[CH:36][CH:35]=[CH:34][CH:39]=2)=[CH:21][CH:22]=1)[CH2:5][C:6]1[CH:7]=[CH:8][C:9]([O:12][C:42](=[O:43])[CH2:41][O:40][CH2:33][C:34]2[CH:39]=[CH:38][CH:37]=[CH:36][CH:35]=2)=[CH:10][CH:11]=1. The catalyst class is: 21.